From a dataset of Reaction yield outcomes from USPTO patents with 853,638 reactions. Predict the reaction yield, written as a fraction of the theoretical maximum amount of product (1.0 means a 100% yield; for example, 0.34 means a 34% yield). The yield is 0.570. The catalyst is ClCCl. The product is [F:20][C:2]([F:1])([F:19])[C:3]([NH:5][C:6]1[CH:7]=[CH:8][C:9]([CH2:12][CH:13]2[CH2:14][CH2:15][N:16]([S:34]([C:28]3[CH:33]=[CH:32][CH:31]=[CH:30][CH:29]=3)(=[O:36])=[O:35])[CH2:17][CH2:18]2)=[CH:10][CH:11]=1)=[O:4]. The reactants are [F:1][C:2]([F:20])([F:19])[C:3]([NH:5][C:6]1[CH:11]=[CH:10][C:9]([CH2:12][CH:13]2[CH2:18][CH2:17][NH:16][CH2:15][CH2:14]2)=[CH:8][CH:7]=1)=[O:4].C(N(CC)CC)C.[C:28]1([S:34](Cl)(=[O:36])=[O:35])[CH:33]=[CH:32][CH:31]=[CH:30][CH:29]=1.